Dataset: Reaction yield outcomes from USPTO patents with 853,638 reactions. Task: Predict the reaction yield, written as a fraction of the theoretical maximum amount of product (1.0 means a 100% yield; for example, 0.34 means a 34% yield). (1) The reactants are [OH:1][C@@:2]1([C:9]#[C:10][C:11]2[CH:12]=[C:13]([C:17]3[N:22]4[CH:23]=[CH:24][N:25]=[C:21]4[CH:20]=[C:19]([C:26]([O:28]CC)=O)[N:18]=3)[CH:14]=[CH:15][CH:16]=2)[CH2:6][CH2:5][N:4]([CH3:7])[C:3]1=[O:8].[NH3:31]. No catalyst specified. The product is [OH:1][C@@:2]1([C:9]#[C:10][C:11]2[CH:12]=[C:13]([C:17]3[N:22]4[CH:23]=[CH:24][N:25]=[C:21]4[CH:20]=[C:19]([C:26]([NH2:31])=[O:28])[N:18]=3)[CH:14]=[CH:15][CH:16]=2)[CH2:6][CH2:5][N:4]([CH3:7])[C:3]1=[O:8]. The yield is 0.260. (2) The reactants are [NH:1]1[CH2:6][CH2:5][CH2:4][CH:3]([CH2:7][OH:8])[CH2:2]1.C(=O)([O-])[O-].[K+].[K+].[CH2:15](Br)[CH3:16]. The catalyst is CN(C)C=O. The product is [CH2:15]([N:1]1[CH2:6][CH2:5][CH2:4][CH:3]([CH2:7][OH:8])[CH2:2]1)[CH3:16]. The yield is 0.990. (3) The reactants are [CH2:1]([N:8](C)[C:9]1[C:10](=[O:25])[NH:11][C:12](=[O:24])[N:13]([C:15]([NH:17][CH2:18][CH2:19][CH2:20][CH2:21][CH2:22][CH3:23])=[O:16])[CH:14]=1)C1C=CC=CC=1.[H][H]. The catalyst is CCOC(C)=O.[Pd]. The product is [CH2:18]([NH:17][C:15]([N:13]1[CH:14]=[C:9]([NH:8][CH3:1])[C:10](=[O:25])[NH:11][C:12]1=[O:24])=[O:16])[CH2:19][CH2:20][CH2:21][CH2:22][CH3:23]. The yield is 0.270. (4) The reactants are [OH:1][C:2]1[CH:29]=[C:28]([I:30])[CH:27]=[CH:26][C:3]=1[C:4](=[O:25])[CH:5]=[CH:6][C:7]1[CH:12]=[C:11]([O:13][CH3:14])[C:10]([O:15][CH2:16][C:17]2[CH:22]=[CH:21][CH:20]=[CH:19][CH:18]=2)=[C:9]([O:23][CH3:24])[CH:8]=1.[OH-:31].[Na+].OO.Cl. The catalyst is CO. The product is [OH:31][C:5]1[C:4](=[O:25])[C:3]2[C:2](=[CH:29][C:28]([I:30])=[CH:27][CH:26]=2)[O:1][C:6]=1[C:7]1[CH:12]=[C:11]([O:13][CH3:14])[C:10]([O:15][CH2:16][C:17]2[CH:22]=[CH:21][CH:20]=[CH:19][CH:18]=2)=[C:9]([O:23][CH3:24])[CH:8]=1. The yield is 0.960.